This data is from Forward reaction prediction with 1.9M reactions from USPTO patents (1976-2016). The task is: Predict the product of the given reaction. (1) The product is: [Cl:1][C:2]1[C:7]([CH2:8][O:9][CH3:13])=[CH:6][C:5]([Cl:10])=[CH:4][N:3]=1. Given the reactants [Cl:1][C:2]1[C:7]([CH2:8][OH:9])=[CH:6][C:5]([Cl:10])=[CH:4][N:3]=1.[H-].[Na+].[CH3:13]I, predict the reaction product. (2) The product is: [I-:19].[CH3:1][N:2]([CH3:15])[C:3]1[CH:4]=[CH:5][C:6]([C:9]2[CH:10]=[CH:11][N+:12]([CH2:16][CH2:17][CH3:18])=[CH:13][CH:14]=2)=[CH:7][CH:8]=1. Given the reactants [CH3:1][N:2]([CH3:15])[C:3]1[CH:8]=[CH:7][C:6]([C:9]2[CH:14]=[CH:13][N:12]=[CH:11][CH:10]=2)=[CH:5][CH:4]=1.[CH2:16]([I:19])[CH2:17][CH3:18].C(OCC)C, predict the reaction product. (3) Given the reactants Br[C:2]1[CH:3]=[C:4]([OH:9])[C:5]([CH3:8])=[N:6][CH:7]=1.N([O-])=O.[Na+].C(OC(=O)[C@H:18](C)[NH2:19])C.C(OCC)=O.C(OC1OC=NC=1C)C.O=P12OP3(OP(OP(O3)(O1)=O)(=O)O2)=O.C(#N)C=C, predict the reaction product. The product is: [OH:9][C:4]1[C:5]([CH3:8])=[N:6][CH:7]=[C:2]([CH:3]=1)[C:18]#[N:19]. (4) Given the reactants S(Cl)(C)(=O)=O.O[CH2:7][C:8]1[N:9]([CH3:34])[C:10]2[C:15]([CH:16]=1)=[CH:14][C:13]([NH:17][C:18]([NH:20][C:21]1[CH:26]=[CH:25][C:24]([O:27][C:28]3[CH:33]=[CH:32][CH:31]=[CH:30][CH:29]=3)=[CH:23][CH:22]=1)=[O:19])=[CH:12][CH:11]=2.C(N(CC)CC)C.[NH:42]1[CH:46]=[CH:45][N:44]=[CH:43]1, predict the reaction product. The product is: [N:42]1([CH2:7][C:8]2[N:9]([CH3:34])[C:10]3[C:15]([CH:16]=2)=[CH:14][C:13]([NH:17][C:18]([NH:20][C:21]2[CH:26]=[CH:25][C:24]([O:27][C:28]4[CH:33]=[CH:32][CH:31]=[CH:30][CH:29]=4)=[CH:23][CH:22]=2)=[O:19])=[CH:12][CH:11]=3)[CH:46]=[CH:45][N:44]=[CH:43]1. (5) The product is: [OH:11][C:6]1[CH:5]([CH2:1][CH:2]([CH3:3])[CH3:4])[O:9][C:8](=[O:10])[CH:7]=1. Given the reactants [CH2:1]([CH:5]1[O:9][C:8](=[O:10])[CH:7]=[C:6]1[O:11]C)[CH:2]([CH3:4])[CH3:3].Cl, predict the reaction product. (6) Given the reactants [Cl:1][C:2]1[CH:3]=[C:4]2[C:9](=[CH:10][CH:11]=1)[C:8](=[O:12])O[C:6]([C:13]([OH:15])=[O:14])=[C:5]2[C:16]1[CH:21]=[CH:20][CH:19]=[CH:18][CH:17]=1.[CH2:22]([NH2:32])[C:23]1[CH:31]=[CH:30][C:29]2[O:28][CH2:27][O:26][C:25]=2[CH:24]=1, predict the reaction product. The product is: [O:28]1[C:29]2[CH:30]=[CH:31][C:23]([CH2:22][N:32]3[C:6]([C:13]([OH:15])=[O:14])=[C:5]([C:16]4[CH:21]=[CH:20][CH:19]=[CH:18][CH:17]=4)[C:4]4[C:9](=[CH:10][CH:11]=[C:2]([Cl:1])[CH:3]=4)[C:8]3=[O:12])=[CH:24][C:25]=2[O:26][CH2:27]1. (7) Given the reactants [Cl:1][C:2]1[CH:8]=[CH:7][C:6]([O:9][C:10]2[CH:15]=[CH:14][C:13]([N+:16]([O-:18])=[O:17])=[CH:12][N:11]=2)=[CH:5][C:3]=1[NH2:4].[F:19][C:20]([F:31])([F:30])[C:21](O[C:21](=[O:22])[C:20]([F:31])([F:30])[F:19])=[O:22], predict the reaction product. The product is: [Cl:1][C:2]1[CH:8]=[CH:7][C:6]([O:9][C:10]2[CH:15]=[CH:14][C:13]([N+:16]([O-:18])=[O:17])=[CH:12][N:11]=2)=[CH:5][C:3]=1[NH:4][C:21](=[O:22])[C:20]([F:31])([F:30])[F:19]. (8) The product is: [C:36]([O:28][C:27](=[O:29])[NH:26][CH:10]([S:19]([C:13]1[CH:18]=[CH:17][CH:16]=[CH:15][CH:14]=1)(=[O:21])=[O:20])[C:9]1[CH:8]=[CH:7][C:4]([C:5]#[N:6])=[CH:3][C:2]=1[Br:1])([CH3:35])([CH3:37])[CH3:30]. Given the reactants [Br:1][C:2]1[CH:3]=[C:4]([CH:7]=[CH:8][C:9]=1[CH:10]=O)[C:5]#[N:6].[Na+].[C:13]1([S:19]([O-:21])=[O:20])[CH:18]=[CH:17][CH:16]=[CH:15][CH:14]=1.C([NH:26][C:27](=[O:29])[O-:28])(C)(C)C.[CH:30](O)=O.O1[CH2:37][CH2:36][CH2:35]C1, predict the reaction product. (9) Given the reactants [F:1][C:2]1[CH:3]=[C:4]([CH:15]=[C:16]([F:23])[C:17]=1[NH:18][S:19]([CH3:22])(=[O:21])=[O:20])[CH2:5][NH:6][C:7]([C:9]1[S:10][C:11](Br)=[CH:12][CH:13]=1)=[O:8].[F:24][C:25]([F:36])([F:35])[C:26]1[CH:31]=[CH:30][C:29](B(O)O)=[CH:28][CH:27]=1.C([O-])([O-])=O.[Na+].[Na+].CCO, predict the reaction product. The product is: [F:1][C:2]1[CH:3]=[C:4]([CH:15]=[C:16]([F:23])[C:17]=1[NH:18][S:19]([CH3:22])(=[O:21])=[O:20])[CH2:5][NH:6][C:7]([C:9]1[S:10][C:11]([C:29]2[CH:30]=[CH:31][C:26]([C:25]([F:36])([F:35])[F:24])=[CH:27][CH:28]=2)=[CH:12][CH:13]=1)=[O:8]. (10) Given the reactants [CH:1]1([C@H:7]([NH:12][C:13]([C:15]2[CH:20]=[CH:19][C:18]([C:21]3[CH:26]=[C:25]([F:27])[CH:24]=[C:23]([F:28])[CH:22]=3)=[CH:17][C:16]=2[N+:29]([O-])=O)=[O:14])[C:8]([O:10][CH3:11])=[O:9])[CH2:6][CH2:5][CH2:4][CH2:3][CH2:2]1, predict the reaction product. The product is: [NH2:29][C:16]1[CH:17]=[C:18]([C:21]2[CH:22]=[C:23]([F:28])[CH:24]=[C:25]([F:27])[CH:26]=2)[CH:19]=[CH:20][C:15]=1[C:13]([NH:12][C@@H:7]([CH:1]1[CH2:2][CH2:3][CH2:4][CH2:5][CH2:6]1)[C:8]([O:10][CH3:11])=[O:9])=[O:14].